From a dataset of Full USPTO retrosynthesis dataset with 1.9M reactions from patents (1976-2016). Predict the reactants needed to synthesize the given product. (1) Given the product [F:1][C:2]1[CH:24]=[CH:23][CH:22]=[CH:21][C:3]=1[O:4][C:5]1[C:19]([O:20][C:26]2[CH:31]=[N:30][C:29]([C:32]#[N:33])=[CH:28][CH:27]=2)=[CH:18][C:8]2[NH:9][C:10]([C:12]3[CH:17]=[N:16][CH:15]=[CH:14][N:13]=3)=[N:11][C:7]=2[CH:6]=1, predict the reactants needed to synthesize it. The reactants are: [F:1][C:2]1[CH:24]=[CH:23][CH:22]=[CH:21][C:3]=1[O:4][C:5]1[C:19]([OH:20])=[CH:18][C:8]2[NH:9][C:10]([C:12]3[CH:17]=[N:16][CH:15]=[CH:14][N:13]=3)=[N:11][C:7]=2[CH:6]=1.Br[C:26]1[CH:27]=[CH:28][C:29]([C:32]#[N:33])=[N:30][CH:31]=1. (2) Given the product [CH2:25]([N:24]1[CH:20]=[C:21]2[C:22]([N:1]=[CH:2][N:3]=[C:35]2[NH2:36])=[N:23]1)[CH2:26][CH2:27][CH2:28][CH2:29][CH2:30][CH2:31][CH2:32][CH2:33][CH3:34].[CH2:9]([N:4]1[C:5]2=[N:44][CH:42]=[N:8][C:7]([NH2:19])=[C:6]2[CH:2]=[N:3]1)[CH2:10][CH2:11][CH2:12][CH2:13][CH2:14][CH2:15][CH2:16][CH2:17][CH3:18], predict the reactants needed to synthesize it. The reactants are: [NH2:1][C:2]1[C:6]([C:7]#[N:8])=[CH:5][N:4]([CH2:9][CH2:10][CH2:11][CH2:12][CH2:13][CH2:14][CH2:15][CH2:16][CH2:17][CH3:18])[N:3]=1.[NH2:19][C:20]1[N:24]([CH2:25][CH2:26][CH2:27][CH2:28][CH2:29][CH2:30][CH2:31][CH2:32][CH2:33][CH3:34])[N:23]=[CH:22][C:21]=1[C:35]#[N:36].ClCCl.CO.[CH:42]([NH2:44])=O.